Dataset: Forward reaction prediction with 1.9M reactions from USPTO patents (1976-2016). Task: Predict the product of the given reaction. (1) Given the reactants [NH2:1][CH2:2][C:3]1[C:12]2[CH2:11][S:10][N:9]=[C:8]([N:13](C(OC(C)(C)C)=O)C(OC(C)(C)C)=O)[C:7]3=[N:28][N:29]([CH2:31][C:32]4[C:37]([CH3:38])=[C:36]([O:39][CH3:40])[C:35]([CH3:41])=[CH:34][N:33]=4)[N:30]=[C:5]([C:6]=23)[CH:4]=1.N1C=CC=CC=1.[C:48](OC(=O)C)(=[O:50])[CH3:49], predict the reaction product. The product is: [NH2:13][C:8]1[C:7]2[C:6]3[C:5](=[N:30][N:29]([CH2:31][C:32]4[C:37]([CH3:38])=[C:36]([O:39][CH3:40])[C:35]([CH3:41])=[CH:34][N:33]=4)[N:28]=2)[CH:4]=[C:3]([CH2:2][NH:1][C:48](=[O:50])[CH3:49])[C:12]=3[CH2:11][S:10][N:9]=1. (2) Given the reactants [NH2:1][C:2]1[C:9]([CH3:10])=[CH:8][C:5]([C:6]#[N:7])=[CH:4][C:3]=1[Cl:11].C(OC(=O)C)(=O)C.C([O-])(=O)C.[K+].[N:24](OCCC(C)C)=O.Cl, predict the reaction product. The product is: [Cl:11][C:3]1[CH:4]=[C:5]([C:6]#[N:7])[CH:8]=[C:9]2[C:2]=1[NH:1][N:24]=[CH:10]2. (3) Given the reactants [C:1]([O:5][C:6](=[O:13])[NH:7][C:8]([CH3:12])([CH3:11])[CH:9]=O)([CH3:4])([CH3:3])[CH3:2].[NH2:14][CH:15]([C:18]1[N:23]([CH2:24][C:25]2[CH:30]=[CH:29][CH:28]=[CH:27][CH:26]=2)[C:22](=[O:31])[C:21]2=[CH:32][CH:33]=[CH:34][N:20]2[N:19]=1)[CH2:16][CH3:17].[BH3-]C#N.[Na+], predict the reaction product. The product is: [C:1]([O:5][C:6](=[O:13])[NH:7][C:8]([CH3:12])([CH3:11])[CH2:9][NH:14][CH:15]([C:18]1[N:23]([CH2:24][C:25]2[CH:26]=[CH:27][CH:28]=[CH:29][CH:30]=2)[C:22](=[O:31])[C:21]2=[CH:32][CH:33]=[CH:34][N:20]2[N:19]=1)[CH2:16][CH3:17])([CH3:4])([CH3:3])[CH3:2]. (4) Given the reactants C(OC([N:8]1[CH2:12][CH2:11][CH2:10][C@H:9]1[C:13]1[NH:17][C:16]2[CH:18]=[C:19]([C:22]3[C:23]4[S:29][CH:28]=[C:27]([C:30]5[CH:35]=[CH:34][C:33]([C:36]6[N:37]=[C:38]([C@@H:41]7[CH2:45][CH2:44][CH2:43][N:42]7[C:46](=[O:56])[C@@H:47]([NH:51][C:52]([O:54][CH3:55])=[O:53])[CH:48]([CH3:50])[CH3:49])[NH:39][CH:40]=6)=[CH:32][CH:31]=5)[C:24]=4[S:25][CH:26]=3)[CH:20]=[CH:21][C:15]=2[N:14]=1)=O)(C)(C)C.[ClH:57], predict the reaction product. The product is: [ClH:57].[CH3:55][O:54][C:52](=[O:53])[NH:51][C@H:47]([C:46]([N:42]1[CH2:43][CH2:44][CH2:45][C@H:41]1[C:38]1[NH:37][C:36]([C:33]2[CH:32]=[CH:31][C:30]([C:27]3[C:24]4[S:25][CH:26]=[C:22]([C:19]5[CH:20]=[CH:21][C:15]6[N:14]=[C:13]([C@@H:9]7[CH2:10][CH2:11][CH2:12][NH:8]7)[NH:17][C:16]=6[CH:18]=5)[C:23]=4[S:29][CH:28]=3)=[CH:35][CH:34]=2)=[CH:40][N:39]=1)=[O:56])[CH:48]([CH3:50])[CH3:49]. (5) Given the reactants [Cl:1][C:2]1[CH:3]=[C:4]([NH:9][C:10](=[O:31])[CH2:11][N:12]2[CH:16]=[C:15]([C:17]3[CH:22]=[CH:21][C:20]([N:23]4[CH:27]=[C:26]([CH3:28])[N:25]=[CH:24]4)=[C:19]([O:29][CH3:30])[CH:18]=3)[N:14]=[N:13]2)[CH:5]=[CH:6][C:7]=1[F:8].C[Si]([N-][Si](C)(C)C)(C)C.[K+].[O:42]([CH2:50][C:51]([F:54])([F:53])[F:52])S(C(F)(F)F)(=O)=O, predict the reaction product. The product is: [F:52][C:51]([F:54])([F:53])[C:50]([OH:29])=[O:42].[Cl:1][C:2]1[CH:3]=[C:4]([N:9]([CH2:50][C:51]([F:54])([F:53])[F:52])[C:10](=[O:31])[CH2:11][N:12]2[CH:16]=[C:15]([C:17]3[CH:22]=[CH:21][C:20]([N:23]4[CH:27]=[C:26]([CH3:28])[N:25]=[CH:24]4)=[C:19]([O:29][CH3:30])[CH:18]=3)[N:14]=[N:13]2)[CH:5]=[CH:6][C:7]=1[F:8]. (6) Given the reactants [Cl:1][C:2]1[N:7]2[N:8]=[C:9]3[C:14]([CH:13]=[CH:12][CH:11]=[CH:10]3)=[C:6]2[N:5]=[C:4]([CH3:15])[C:3]=1[CH2:16][C:17]([O:19][CH3:20])=[O:18].[Li+].C[Si]([N-][Si](C)(C)C)(C)C.O1C[CH2:34][CH2:33][CH2:32]1.ICCC, predict the reaction product. The product is: [Cl:1][C:2]1[N:7]2[N:8]=[C:9]3[C:14]([CH:13]=[CH:12][CH:11]=[CH:10]3)=[C:6]2[N:5]=[C:4]([CH3:15])[C:3]=1[CH:16]([CH2:32][CH2:33][CH3:34])[C:17]([O:19][CH3:20])=[O:18].